Dataset: Full USPTO retrosynthesis dataset with 1.9M reactions from patents (1976-2016). Task: Predict the reactants needed to synthesize the given product. (1) Given the product [CH3:3][S:4]([N:7]1[CH2:8][CH2:9][N:10]([C@@H:13]([CH2:18][NH:19][C:20](=[O:29])[C:21]2[CH:22]=[CH:23][C:24]([O:27][CH3:28])=[CH:25][CH:26]=2)[C:14]([OH:16])=[O:15])[CH2:11][CH2:12]1)(=[O:5])=[O:6], predict the reactants needed to synthesize it. The reactants are: [OH-].[Li+].[CH3:3][S:4]([N:7]1[CH2:12][CH2:11][N:10]([C@@H:13]([CH2:18][NH:19][C:20](=[O:29])[C:21]2[CH:26]=[CH:25][C:24]([O:27][CH3:28])=[CH:23][CH:22]=2)[C:14]([O:16]C)=[O:15])[CH2:9][CH2:8]1)(=[O:6])=[O:5]. (2) Given the product [CH3:18][N:19]([CH3:21])[CH:20]=[C:8]1[CH2:7][CH2:6][CH2:5][CH2:4][CH:3]([C:9]([O:11][CH3:12])=[O:10])[C:2]1=[O:1], predict the reactants needed to synthesize it. The reactants are: [O:1]=[C:2]1[CH2:8][CH2:7][CH2:6][CH2:5][CH2:4][CH:3]1[C:9]([O:11][CH3:12])=[O:10].C(O[CH:18](N(C)C)[N:19]([CH3:21])[CH3:20])(C)(C)C. (3) Given the product [SH:10][CH:11]([CH3:16])[CH2:12][C:13]([OH:15])=[O:14].[SH:10][CH:11]([CH3:16])[CH2:12][C:13]([OH:15])=[O:14].[SH:10][CH:11]([CH3:16])[CH2:12][C:13]([OH:15])=[O:14].[CH2:1]([C:3]([CH2:8][OH:9])([CH2:6][OH:7])[CH2:4][CH3:5])[OH:2], predict the reactants needed to synthesize it. The reactants are: [CH2:1]([C:3]([CH2:8][OH:9])([CH2:6][OH:7])[CH2:4][CH3:5])[OH:2].[SH:10][CH:11]([CH3:16])[CH2:12][C:13]([OH:15])=[O:14].O.C1(C)C=CC(S(O)(=O)=O)=CC=1.C(=O)([O-])O.[Na+]. (4) Given the product [Cl:1][C:2]1[CH:3]=[C:4]2[NH:11][C:10]([O:20][C@H:21]3[C@H:25]4[O:26][CH2:27][C@@H:28]([OH:29])[C@H:24]4[O:23][CH2:22]3)=[N:9][C:5]2=[N:6][C:7]=1[N:39]1[CH2:40][CH2:41][CH:36]([C:30]2[CH:35]=[CH:34][CH:33]=[CH:32][CH:31]=2)[CH2:37][CH2:38]1, predict the reactants needed to synthesize it. The reactants are: [Cl:1][C:2]1[CH:3]=[C:4]2[N:11](COCC[Si](C)(C)C)[C:10]([O:20][C@H:21]3[C@H:25]4[O:26][CH2:27][C@@H:28]([OH:29])[C@H:24]4[O:23][CH2:22]3)=[N:9][C:5]2=[N:6][C:7]=1I.[C:30]1([CH:36]2[CH2:41][CH2:40][NH:39][CH2:38][CH2:37]2)[CH:35]=[CH:34][CH:33]=[CH:32][CH:31]=1.N1CCC[C@H]1C(O)=O.C(=O)([O-])[O-].[K+].[K+]. (5) Given the product [NH2:7][CH2:8][C:9]1[C:10]([Cl:22])=[CH:11][C:12]([NH:17][S:18]([CH3:21])(=[O:20])=[O:19])=[C:13]([C:15]#[CH:16])[CH:14]=1, predict the reactants needed to synthesize it. The reactants are: C(OC(=O)[NH:7][CH2:8][C:9]1[CH:14]=[C:13]([C:15]#[CH:16])[C:12]([NH:17][S:18]([CH3:21])(=[O:20])=[O:19])=[CH:11][C:10]=1[Cl:22])(C)(C)C. (6) Given the product [O:11]1[CH:15]=[CH:14][C:13]([C:2]2[CH:7]=[C:6]([CH3:8])[CH:5]=[C:4]([CH3:9])[C:3]=2[OH:10])=[CH:12]1, predict the reactants needed to synthesize it. The reactants are: Br[C:2]1[CH:7]=[C:6]([CH3:8])[CH:5]=[C:4]([CH3:9])[C:3]=1[OH:10].[O:11]1[CH:15]=[CH:14][C:13](B(O)O)=[CH:12]1.C(=O)([O-])[O-].[Na+].[Na+].C(=O)([O-])O.[Na+]. (7) The reactants are: [C:1]([O:5][C:6]([NH:8][C@@H:9]([C:20]1[CH:25]=[CH:24][C:23]([O:26][Si:27]([C:30]([CH3:33])([CH3:32])[CH3:31])([CH3:29])[CH3:28])=[C:22]([Cl:34])[CH:21]=1)[C:10]([O:12]CC1C=CC=CC=1)=[O:11])=[O:7])([CH3:4])([CH3:3])[CH3:2].CC(O)=O.C(Cl)(Cl)Cl. Given the product [C:1]([O:5][C:6]([NH:8][C@@H:9]([C:20]1[CH:25]=[CH:24][C:23]([O:26][Si:27]([C:30]([CH3:33])([CH3:32])[CH3:31])([CH3:28])[CH3:29])=[C:22]([Cl:34])[CH:21]=1)[C:10]([OH:12])=[O:11])=[O:7])([CH3:4])([CH3:2])[CH3:3], predict the reactants needed to synthesize it. (8) Given the product [Cl:1][C:2]1[N:7]=[C:6]([S:19]([CH3:23])(=[O:21])=[O:18])[N:5]=[C:4]([NH:10][C:11]2[NH:15][N:14]=[C:13]([CH3:16])[CH:12]=2)[CH:3]=1, predict the reactants needed to synthesize it. The reactants are: [Cl:1][C:2]1[N:7]=[C:6](SC)[N:5]=[C:4]([NH:10][C:11]2[NH:15][N:14]=[C:13]([CH3:16])[CH:12]=2)[CH:3]=1.O[O:18][S:19]([O-:21])=O.[K+].[C:23](=O)(O)[O-]. (9) Given the product [N+:1]([C:4]1[CH:5]=[C:6]([CH:7]=[CH:8][CH:9]=1)[O:10][CH2:13][CH2:14][N:15]1[CH2:20][CH2:19][O:18][CH2:17][CH2:16]1)([O-:3])=[O:2], predict the reactants needed to synthesize it. The reactants are: [N+:1]([C:4]1[CH:5]=[C:6]([OH:10])[CH:7]=[CH:8][CH:9]=1)([O-:3])=[O:2].Cl.Cl[CH2:13][CH2:14][N:15]1[CH2:20][CH2:19][O:18][CH2:17][CH2:16]1.C(=O)([O-])[O-].[K+].[K+].